From a dataset of NCI-60 drug combinations with 297,098 pairs across 59 cell lines. Regression. Given two drug SMILES strings and cell line genomic features, predict the synergy score measuring deviation from expected non-interaction effect. (1) Drug 1: C1CCC(C1)C(CC#N)N2C=C(C=N2)C3=C4C=CNC4=NC=N3. Drug 2: CCC1(CC2CC(C3=C(CCN(C2)C1)C4=CC=CC=C4N3)(C5=C(C=C6C(=C5)C78CCN9C7C(C=CC9)(C(C(C8N6C)(C(=O)OC)O)OC(=O)C)CC)OC)C(=O)OC)O.OS(=O)(=O)O. Cell line: CCRF-CEM. Synergy scores: CSS=49.7, Synergy_ZIP=3.07, Synergy_Bliss=1.27, Synergy_Loewe=-38.0, Synergy_HSA=-0.443. (2) Drug 1: CCC(=C(C1=CC=CC=C1)C2=CC=C(C=C2)OCCN(C)C)C3=CC=CC=C3.C(C(=O)O)C(CC(=O)O)(C(=O)O)O. Drug 2: CCN(CC)CCCC(C)NC1=C2C=C(C=CC2=NC3=C1C=CC(=C3)Cl)OC. Cell line: HL-60(TB). Synergy scores: CSS=16.3, Synergy_ZIP=-3.81, Synergy_Bliss=0.486, Synergy_Loewe=-4.59, Synergy_HSA=0.234. (3) Synergy scores: CSS=62.1, Synergy_ZIP=2.00, Synergy_Bliss=1.33, Synergy_Loewe=-46.4, Synergy_HSA=2.49. Cell line: ACHN. Drug 1: COC1=CC(=CC(=C1O)OC)C2C3C(COC3=O)C(C4=CC5=C(C=C24)OCO5)OC6C(C(C7C(O6)COC(O7)C8=CC=CS8)O)O. Drug 2: CC(C)NC(=O)C1=CC=C(C=C1)CNNC.Cl. (4) Drug 1: C1=CC(=CC=C1CCC2=CNC3=C2C(=O)NC(=N3)N)C(=O)NC(CCC(=O)O)C(=O)O. Drug 2: CC1=C2C(C(=O)C3(C(CC4C(C3C(C(C2(C)C)(CC1OC(=O)C(C(C5=CC=CC=C5)NC(=O)OC(C)(C)C)O)O)OC(=O)C6=CC=CC=C6)(CO4)OC(=O)C)O)C)O. Cell line: KM12. Synergy scores: CSS=10.5, Synergy_ZIP=-13.1, Synergy_Bliss=-15.2, Synergy_Loewe=-30.1, Synergy_HSA=-13.6. (5) Drug 1: CC1OCC2C(O1)C(C(C(O2)OC3C4COC(=O)C4C(C5=CC6=C(C=C35)OCO6)C7=CC(=C(C(=C7)OC)O)OC)O)O. Drug 2: C1C(C(OC1N2C=C(C(=O)NC2=O)F)CO)O. Cell line: A549. Synergy scores: CSS=48.1, Synergy_ZIP=-7.65, Synergy_Bliss=-8.47, Synergy_Loewe=-1.99, Synergy_HSA=0.285.